This data is from Forward reaction prediction with 1.9M reactions from USPTO patents (1976-2016). The task is: Predict the product of the given reaction. (1) Given the reactants C([C:3]1[CH:8]=[CH:7][C:6](/[CH:9]=[CH:10]/[C:11]([OH:13])=O)=[CH:5][CH:4]=1)#N.[CH2:14]([N:16](CC)CC)C.[NH2:21][C@H:22]([CH2:39][C:40]1[CH:45]=[CH:44][CH:43]=[CH:42][CH:41]=1)[CH2:23][N:24]1[CH2:29][CH2:28][CH:27]([C:30]([C:32]2[CH:37]=[CH:36][C:35]([F:38])=[CH:34][CH:33]=2)=[O:31])[CH2:26][CH2:25]1, predict the reaction product. The product is: [CH2:39]([C@@H:22]([NH:21][C:11](=[O:13])/[CH:10]=[CH:9]/[C:6]1[CH:5]=[CH:4][CH:3]=[C:8]([C:14]#[N:16])[CH:7]=1)[CH2:23][N:24]1[CH2:29][CH2:28][CH:27]([C:30](=[O:31])[C:32]2[CH:33]=[CH:34][C:35]([F:38])=[CH:36][CH:37]=2)[CH2:26][CH2:25]1)[C:40]1[CH:45]=[CH:44][CH:43]=[CH:42][CH:41]=1. (2) Given the reactants [Br:1][C:2]1[CH:3]=[N:4][C:5]2[N:6]([N:8]=[C:9]([C:11]([OH:13])=O)[CH:10]=2)[CH:7]=1.[CH3:14][CH:15]1[NH:20][CH2:19][CH2:18][N:17]2[CH:21]=[CH:22][CH:23]=[C:16]12, predict the reaction product. The product is: [Br:1][C:2]1[CH:3]=[N:4][C:5]2[N:6]([N:8]=[C:9]([C:11]([N:20]3[CH2:19][CH2:18][N:17]4[CH:21]=[CH:22][CH:23]=[C:16]4[CH:15]3[CH3:14])=[O:13])[CH:10]=2)[CH:7]=1.